Dataset: Forward reaction prediction with 1.9M reactions from USPTO patents (1976-2016). Task: Predict the product of the given reaction. (1) Given the reactants Cl.[CH2:2]([N:9]1[CH2:13][CH:12]([CH2:14][CH2:15][CH2:16]Cl)[C:11](=[O:18])[CH2:10]1)[C:3]1[CH:8]=[CH:7][CH:6]=[CH:5][CH:4]=1.[C:19]([OH:27])(=[O:26])[C:20]1[CH:25]=[CH:24][CH:23]=[CH:22][CH:21]=1.C(=O)([O-])[O-].[K+].[K+].[I-].[K+], predict the reaction product. The product is: [CH2:2]([N:9]1[CH2:13][CH:12]([CH2:14][CH2:15][CH2:16][O:27][C:19](=[O:26])[C:20]2[CH:25]=[CH:24][CH:23]=[CH:22][CH:21]=2)[C:11](=[O:18])[CH2:10]1)[C:3]1[CH:8]=[CH:7][CH:6]=[CH:5][CH:4]=1. (2) Given the reactants [CH3:1][C:2]1[N:3]=[C:4]([C:14]2[CH:19]=[CH:18][CH:17]=[CH:16][CH:15]=2)[S:5][C:6]=1[C:7]1[CH:12]=[CH:11][C:10]([NH2:13])=[CH:9][CH:8]=1.C1C(=O)N([Br:27])C(=O)C1, predict the reaction product. The product is: [Br:27][C:9]1[CH:8]=[C:7]([C:6]2[S:5][C:4]([C:14]3[CH:15]=[CH:16][CH:17]=[CH:18][CH:19]=3)=[N:3][C:2]=2[CH3:1])[CH:12]=[CH:11][C:10]=1[NH2:13].